This data is from Full USPTO retrosynthesis dataset with 1.9M reactions from patents (1976-2016). The task is: Predict the reactants needed to synthesize the given product. (1) Given the product [S:10]1[C:14]2[CH:15]=[C:16]([C:19]3([C:22]4[N:26]5[N:27]=[C:28]([C:31]6[CH:32]=[CH:33][C:34]([C:35]([NH:37][C@H:38]([C:39]([N:4]([CH3:5])[CH3:1])=[O:41])[C:42]([CH3:45])([CH3:44])[CH3:43])=[O:36])=[CH:46][CH:47]=6)[CH:29]=[N:30][C:25]5=[N:24][N:23]=4)[CH2:21][CH2:20]3)[CH:17]=[CH:18][C:13]=2[N:12]=[CH:11]1, predict the reactants needed to synthesize it. The reactants are: [CH:1]([N:4](CC)[CH:5](C)C)(C)C.[S:10]1[C:14]2[CH:15]=[C:16]([C:19]3([C:22]4[N:26]5[N:27]=[C:28]([C:31]6[CH:47]=[CH:46][C:34]([C:35]([NH:37][C@@H:38]([C:42]([CH3:45])([CH3:44])[CH3:43])[C:39]([OH:41])=O)=[O:36])=[CH:33][CH:32]=6)[CH:29]=[N:30][C:25]5=[N:24][N:23]=4)[CH2:21][CH2:20]3)[CH:17]=[CH:18][C:13]=2[N:12]=[CH:11]1.CNC.F[P-](F)(F)(F)(F)F.N1(O[P+](N(C)C)(N(C)C)N(C)C)C2C=CC=CC=2N=N1. (2) Given the product [CH3:24][C:23]([CH3:26])([CH3:25])[C:22]([NH:21][C:18]1[CH:19]=[CH:20][C:15]([O:14][C:8]2[CH:7]=[C:6]([CH2:5][C:4]([OH:35])=[O:3])[CH:11]=[CH:10][C:9]=2[O:12][CH3:13])=[C:16]([CH2:28][N:29]2[CH2:33][CH2:32][O:31][C:30]2=[O:34])[CH:17]=1)=[O:27], predict the reactants needed to synthesize it. The reactants are: C([O:3][C:4](=[O:35])[CH2:5][C:6]1[CH:11]=[CH:10][C:9]([O:12][CH3:13])=[C:8]([O:14][C:15]2[CH:20]=[CH:19][C:18]([NH:21][C:22](=[O:27])[C:23]([CH3:26])([CH3:25])[CH3:24])=[CH:17][C:16]=2[CH2:28][N:29]2[CH2:33][CH2:32][O:31][C:30]2=[O:34])[CH:7]=1)C.[Li+].[OH-]. (3) Given the product [F:36][C:30]1[C:29]([F:37])=[C:28]([C:27]#[C:26][C:9]2[C:10]([C:14]#[C:15][C:16]3[C:21]([F:22])=[C:20]([F:23])[N:19]=[C:18]([F:24])[C:17]=3[F:25])=[CH:11][CH:12]=[CH:13][C:8]=2[NH2:5])[C:33]([F:34])=[C:32]([F:35])[N:31]=1, predict the reactants needed to synthesize it. The reactants are: Cl[Sn]Cl.Cl.[N+:5]([C:8]1[C:9]([C:26]#[C:27][C:28]2[C:33]([F:34])=[C:32]([F:35])[N:31]=[C:30]([F:36])[C:29]=2[F:37])=[C:10]([C:14]#[C:15][C:16]2[C:21]([F:22])=[C:20]([F:23])[N:19]=[C:18]([F:24])[C:17]=2[F:25])[CH:11]=[CH:12][CH:13]=1)([O-])=O.